This data is from Catalyst prediction with 721,799 reactions and 888 catalyst types from USPTO. The task is: Predict which catalyst facilitates the given reaction. (1) Reactant: FC(F)(F)S(O[C:7]1[CH:12]=[CH:11][CH:10]=[C:9]([Cl:13])[CH:8]=1)(=O)=O.[P:16]([O-:21])([O:19][CH3:20])[O:17][CH3:18].C(N(CC)CC)C. Product: [Cl:13][C:9]1[CH:8]=[C:7]([P:16](=[O:21])([O:19][CH3:20])[O:17][CH3:18])[CH:12]=[CH:11][CH:10]=1. The catalyst class is: 11. (2) Reactant: [CH3:1][N:2]([CH3:20])[CH2:3][CH2:4][CH2:5][O:6][C:7]1[CH:12]=[CH:11][C:10]([NH2:13])=[CH:9][C:8]=1[C:14]1[N:15]([CH3:19])[N:16]=[CH:17][CH:18]=1.[Cl:21][C:22]1[CH:23]=[C:24]([N:28]=[C:29]=[O:30])[CH:25]=[CH:26][CH:27]=1. Product: [Cl:21][C:22]1[CH:23]=[C:24]([NH:28][C:29]([NH:13][C:10]2[CH:11]=[CH:12][C:7]([O:6][CH2:5][CH2:4][CH2:3][N:2]([CH3:1])[CH3:20])=[C:8]([C:14]3[N:15]([CH3:19])[N:16]=[CH:17][CH:18]=3)[CH:9]=2)=[O:30])[CH:25]=[CH:26][CH:27]=1. The catalyst class is: 2. (3) Reactant: C(OC(=O)[NH:7][C@@H:8]([C:12]([N:14]1[CH2:17][CH:16]([F:18])[CH2:15]1)=[O:13])[CH2:9][CH2:10][CH3:11])(C)(C)C.[F:20][C:21]([F:26])([F:25])[C:22]([OH:24])=[O:23]. Product: [F:20][C:21]([F:26])([F:25])[C:22]([OH:24])=[O:23].[NH2:7][C@H:8]([CH2:9][CH2:10][CH3:11])[C:12]([N:14]1[CH2:15][CH:16]([F:18])[CH2:17]1)=[O:13]. The catalyst class is: 4. (4) Reactant: [Cl:1][C:2]1[CH:8]=[C:7]([O:9][C:10]2[C:19]3[C:14](=[CH:15][C:16]([O:22][CH3:23])=[C:17]([O:20][CH3:21])[CH:18]=3)[N:13]=[CH:12][N:11]=2)[CH:6]=[CH:5][C:3]=1[NH2:4].C1(C)C=CC=CC=1.C(N(CC)CC)C.Cl[C:39](Cl)([O:41]C(=O)OC(Cl)(Cl)Cl)Cl.[CH3:50][C:51]1[CH:59]=[CH:58][C:54]([CH:55]([OH:57])[CH3:56])=[CH:53][CH:52]=1. The catalyst class is: 2. Product: [Cl:1][C:2]1[CH:8]=[C:7]([O:9][C:10]2[C:19]3[C:14](=[CH:15][C:16]([O:22][CH3:23])=[C:17]([O:20][CH3:21])[CH:18]=3)[N:13]=[CH:12][N:11]=2)[CH:6]=[CH:5][C:3]=1[NH:4][C:39](=[O:41])[O:57][CH:55]([C:54]1[CH:58]=[CH:59][C:51]([CH3:50])=[CH:52][CH:53]=1)[CH3:56]. (5) Reactant: [OH:1][CH:2]1[CH2:7][CH2:6][NH:5][CH2:4][CH2:3]1.[C:8](=O)([O:16]C1C=CC([N+]([O-])=O)=CC=1)[O:9][CH2:10][CH2:11][Si:12]([CH3:15])([CH3:14])[CH3:13].C(N(CC)C(C)C)(C)C. Product: [OH:1][CH:2]1[CH2:7][CH2:6][N:5]([C:8]([O:9][CH2:10][CH2:11][Si:12]([CH3:15])([CH3:14])[CH3:13])=[O:16])[CH2:4][CH2:3]1. The catalyst class is: 1. (6) Reactant: [F:1][C:2]1[CH:7]=[CH:6][C:5]([O:8][CH3:9])=[CH:4][C:3]=1[C:10]1[C:11]([OH:27])=[CH:12][C:13]([O:16][Si](C(C)C)(C(C)C)C(C)C)=[CH:14][CH:15]=1.C(N(CC)CC)C.[F:35][C:36]([F:49])([F:48])[S:37](O[S:37]([C:36]([F:49])([F:48])[F:35])(=[O:39])=[O:38])(=[O:39])=[O:38].[Cl-].[NH4+]. Product: [F:35][C:36]([F:49])([F:48])[S:37]([O:27][C:11]1[CH:12]=[C:13]([OH:16])[CH:14]=[CH:15][C:10]=1[C:3]1[CH:4]=[C:5]([O:8][CH3:9])[CH:6]=[CH:7][C:2]=1[F:1])(=[O:39])=[O:38]. The catalyst class is: 599. (7) Reactant: [CH:1]([NH:4][C:5]([C:7]1[C:11]([N+:12]([O-])=O)=[CH:10][NH:9][N:8]=1)=[O:6])([CH3:3])[CH3:2]. Product: [NH2:12][C:11]1[C:7]([C:5]([NH:4][CH:1]([CH3:3])[CH3:2])=[O:6])=[N:8][NH:9][CH:10]=1. The catalyst class is: 352.